Dataset: CYP2C9 inhibition data for predicting drug metabolism from PubChem BioAssay. Task: Regression/Classification. Given a drug SMILES string, predict its absorption, distribution, metabolism, or excretion properties. Task type varies by dataset: regression for continuous measurements (e.g., permeability, clearance, half-life) or binary classification for categorical outcomes (e.g., BBB penetration, CYP inhibition). Dataset: cyp2c9_veith. (1) The molecule is COc1cccc(Cn2c(=O)c(-c3ccccc3)nc3cnc(N4CCNCC4)nc32)c1. The result is 1 (inhibitor). (2) The molecule is CC(CC(=O)NC1CCCC1)c1ccccc1. The result is 0 (non-inhibitor). (3) The drug is C=CCNC(=O)CC(=O)N/N=C/c1cccc(Br)c1. The result is 0 (non-inhibitor). (4) The compound is Cc1cccc(C)c1NC(=O)C(=O)NCc1ccccn1. The result is 0 (non-inhibitor). (5) The drug is CC(C)c1cccc(C(C)C)c1O. The result is 0 (non-inhibitor). (6) The compound is Cc1cnc(CNc2cc(-c3ccccc3Cl)ncn2)cn1. The result is 0 (non-inhibitor). (7) The drug is O=C(O)[C@H]1[C@H]2CC(=O)[C@H](C2=O)[C@H]1C(=O)O. The result is 0 (non-inhibitor). (8) The compound is Cc1cccc(Cn2ncc(Cl)c(Cl)c2=O)c1. The result is 0 (non-inhibitor).